From a dataset of Forward reaction prediction with 1.9M reactions from USPTO patents (1976-2016). Predict the product of the given reaction. (1) Given the reactants [NH2:1][C:2]1[CH:7]=[CH:6][C:5]([O:8][CH3:9])=[CH:4][C:3]=1O.[F:11][C:12]1[CH:19]=[CH:18][C:15]([CH:16]=O)=[CH:14][CH:13]=1.O.C[S:22](C)=O, predict the reaction product. The product is: [CH3:9][O:8][C:5]1[CH:6]=[CH:7][C:2]2[N:1]=[C:16]([C:15]3[CH:18]=[CH:19][C:12]([F:11])=[CH:13][CH:14]=3)[S:22][C:3]=2[CH:4]=1. (2) The product is: [C:1]([CH:3]1[CH2:8][CH2:7][N:6]([C:9]([N:11]2[CH2:16][CH:15]([C:17]3[CH:22]=[CH:21][C:20]([O:23][C:24]([F:25])([F:26])[F:27])=[CH:19][CH:18]=3)[CH2:14][CH:13]([C:28]([OH:30])=[O:29])[CH2:12]2)=[O:10])[CH2:5][CH2:4]1)#[N:2]. Given the reactants [C:1]([CH:3]1[CH2:8][CH2:7][N:6]([C:9]([N:11]2[CH2:16][CH:15]([C:17]3[CH:22]=[CH:21][C:20]([O:23][C:24]([F:27])([F:26])[F:25])=[CH:19][CH:18]=3)[CH2:14][CH:13]([C:28]([O:30]C)=[O:29])[CH2:12]2)=[O:10])[CH2:5][CH2:4]1)#[N:2].CC(C)([O-])C.[K+], predict the reaction product. (3) Given the reactants [H-].[Na+].[C:3]([O:7][C:8]([N:10]1[CH2:15][C:14](=[O:16])[N:13]([C:17]2[CH:22]=[CH:21][C:20]([O:23][CH2:24][CH2:25][CH2:26][OH:27])=[CH:19][CH:18]=2)[C@@H:12]([CH2:28][O:29][C:30]2[CH:39]=[CH:38][C:37]3[C:32](=[CH:33][CH:34]=[CH:35][CH:36]=3)[CH:31]=2)[CH2:11]1)=[O:9])([CH3:6])([CH3:5])[CH3:4].[F:40][C:41]1[CH:48]=[CH:47][CH:46]=[CH:45][C:42]=1[CH2:43]Br, predict the reaction product. The product is: [C:3]([O:7][C:8]([N:10]1[CH2:15][C:14](=[O:16])[N:13]([C:17]2[CH:22]=[CH:21][C:20]([O:23][CH2:24][CH2:25][CH2:26][O:27][CH2:43][C:42]3[CH:45]=[CH:46][CH:47]=[CH:48][C:41]=3[F:40])=[CH:19][CH:18]=2)[C@@H:12]([CH2:28][O:29][C:30]2[CH:39]=[CH:38][C:37]3[C:32](=[CH:33][CH:34]=[CH:35][CH:36]=3)[CH:31]=2)[CH2:11]1)=[O:9])([CH3:6])([CH3:4])[CH3:5]. (4) Given the reactants [CH3:1][O:2][C:3]1[CH:4]=[C:5]2[C:9](=[CH:10][CH:11]=1)[NH:8][C:7](=[O:12])[C:6]2=O.O.NN.Cl, predict the reaction product. The product is: [CH3:1][O:2][C:3]1[CH:4]=[C:5]2[C:9](=[CH:10][CH:11]=1)[NH:8][C:7](=[O:12])[CH2:6]2. (5) Given the reactants [CH:1]1([N:4]([CH2:32][CH3:33])[C:5]2[N:10]=[CH:9][C:8]([CH2:11][N:12]([C:25]3[CH:30]=[CH:29][C:28]([F:31])=[CH:27][CH:26]=3)[C:13]([CH:15]3[CH2:24][C:23]4[C:18](=[CH:19][CH:20]=[CH:21][CH:22]=4)[CH2:17][NH:16]3)=[O:14])=[CH:7][CH:6]=2)[CH2:3][CH2:2]1.[C:34](O[BH-](OC(=O)C)OC(=O)C)(=O)C.[Na+].C(=O)(O)[O-].[Na+], predict the reaction product. The product is: [CH:1]1([N:4]([CH2:32][CH3:33])[C:5]2[N:10]=[CH:9][C:8]([CH2:11][N:12]([C:25]3[CH:26]=[CH:27][C:28]([F:31])=[CH:29][CH:30]=3)[C:13]([CH:15]3[CH2:24][C:23]4[C:18](=[CH:19][CH:20]=[CH:21][CH:22]=4)[CH2:17][N:16]3[CH3:34])=[O:14])=[CH:7][CH:6]=2)[CH2:3][CH2:2]1. (6) Given the reactants [Cl:1][C:2]1[C:7]([C:8]2[C:12]([CH2:13][O:14][C:15]3[CH:20]=[CH:19][C:18]([C:21]4[CH:22]=[C:23]5[C:28](=[CH:29][CH:30]=4)[N:27]=[C:26]([C:31]([O:33]C)=[O:32])[CH:25]=[CH:24]5)=[CH:17][CH:16]=3)=[C:11]([CH:35]([CH3:37])[CH3:36])[O:10][N:9]=2)=[C:6]([Cl:38])[CH:5]=[CH:4][N:3]=1.[OH-].[Na+].Cl, predict the reaction product. The product is: [Cl:1][C:2]1[C:7]([C:8]2[C:12]([CH2:13][O:14][C:15]3[CH:16]=[CH:17][C:18]([C:21]4[CH:22]=[C:23]5[C:28](=[CH:29][CH:30]=4)[N:27]=[C:26]([C:31]([OH:33])=[O:32])[CH:25]=[CH:24]5)=[CH:19][CH:20]=3)=[C:11]([CH:35]([CH3:36])[CH3:37])[O:10][N:9]=2)=[C:6]([Cl:38])[CH:5]=[CH:4][N:3]=1. (7) Given the reactants Cl[C:2]1[C:3]2[N:10]([CH2:11][CH2:12][NH:13][C:14](=[O:20])OC(C)(C)C)[CH:9]=[CH:8][C:4]=2[N:5]=[CH:6][N:7]=1.[NH2:21][C:22]1[CH:41]=[CH:40][C:25]([O:26][C:27]2[CH:28]=[N:29][CH:30]=[C:31]([CH:39]=2)[C:32]([NH:34][C:35]([CH3:38])([CH3:37])[CH3:36])=[O:33])=[C:24]([Cl:42])[CH:23]=1.Cl.N1C=CC=C[CH:45]=1.C(=O)([O-])O.[Na+].[CH:55]([OH:58])([CH3:57])[CH3:56], predict the reaction product. The product is: [C:35]([NH:34][C:32](=[O:33])[C:31]1[CH:39]=[C:27]([O:26][C:25]2[CH:40]=[CH:41][C:22]([NH:21][C:2]3[C:3]4[N:10]([CH2:11][CH2:12][NH:13][C:14](=[O:20])[CH2:56][C:55]([OH:58])([CH3:45])[CH3:57])[CH:9]=[CH:8][C:4]=4[N:5]=[CH:6][N:7]=3)=[CH:23][C:24]=2[Cl:42])[CH:28]=[N:29][CH:30]=1)([CH3:38])([CH3:37])[CH3:36]. (8) Given the reactants [NH2:1][C:2]1[C:3]2[CH:10]=[CH:9][N:8]([C@@H:11]3[O:26][C@H:25]([CH2:27][O:28]CC4C=CC(Cl)=CC=4Cl)[C@@H:14]([O:15]CC4C=CC(Cl)=CC=4Cl)[C@@:12]3([CH:38]=[CH2:39])[OH:13])[C:4]=2[N:5]=[CH:6][N:7]=1.B(Cl)(Cl)Cl, predict the reaction product. The product is: [NH2:1][C:2]1[C:3]2[CH:10]=[CH:9][N:8]([C@@H:11]3[O:26][C@H:25]([CH2:27][OH:28])[C@@H:14]([OH:15])[C@@:12]3([CH:38]=[CH2:39])[OH:13])[C:4]=2[N:5]=[CH:6][N:7]=1.